Dataset: Reaction yield outcomes from USPTO patents with 853,638 reactions. Task: Predict the reaction yield, written as a fraction of the theoretical maximum amount of product (1.0 means a 100% yield; for example, 0.34 means a 34% yield). The reactants are [CH2:1]([CH:8]1[C:14](=[O:15])[CH2:13][CH:12]2[CH2:16][CH:9]1[CH2:10][CH2:11]2)[C:2]1[CH:7]=[CH:6][CH:5]=[CH:4][N:3]=1.CC([O-])(C)C.[K+].C1COCC1.[N:28](OCCC(C)C)=[O:29].Cl. The catalyst is C1COCC1. The product is [CH2:1]([CH:8]1[C:14](=[O:15])[C:13](=[N:28][OH:29])[CH:12]2[CH2:16][CH:9]1[CH2:10][CH2:11]2)[C:2]1[CH:7]=[CH:6][CH:5]=[CH:4][N:3]=1. The yield is 0.410.